From a dataset of Reaction yield outcomes from USPTO patents with 853,638 reactions. Predict the reaction yield, written as a fraction of the theoretical maximum amount of product (1.0 means a 100% yield; for example, 0.34 means a 34% yield). (1) The reactants are [H-].[Na+].[CH2:3]([N:10]([CH2:29][C:30]1[CH:35]=[CH:34][CH:33]=[CH:32][CH:31]=1)[CH:11]1[CH2:15][CH:14]([CH3:16])[CH:13]([C:17]2[N:21]3[C:22]4[CH:28]=[CH:27][NH:26][C:23]=4[N:24]=[CH:25][C:20]3=[N:19][CH:18]=2)[CH2:12]1)[C:4]1[CH:9]=[CH:8][CH:7]=[CH:6][CH:5]=1.[CH3:36][Si:37]([CH2:40][CH2:41][O:42][CH2:43]Cl)([CH3:39])[CH3:38]. The catalyst is CN(C=O)C. The product is [CH2:29]([N:10]([CH2:3][C:4]1[CH:9]=[CH:8][CH:7]=[CH:6][CH:5]=1)[CH:11]1[CH2:12][CH:13]([C:17]2[N:21]3[C:22]4[CH:28]=[CH:27][N:26]([CH2:43][O:42][CH2:41][CH2:40][Si:37]([CH3:39])([CH3:38])[CH3:36])[C:23]=4[N:24]=[CH:25][C:20]3=[N:19][CH:18]=2)[CH:14]([CH3:16])[CH2:15]1)[C:30]1[CH:35]=[CH:34][CH:33]=[CH:32][CH:31]=1. The yield is 0.600. (2) The reactants are [Br:1][C:2]1[CH:3]=[C:4]([CH2:8][CH2:9][C:10](O)=[O:11])[CH:5]=[CH:6][CH:7]=1.[H-].[H-].[H-].[H-].[Li+].[Al+3]. The catalyst is C1COCC1. The product is [Br:1][C:2]1[CH:3]=[C:4]([CH2:8][CH2:9][CH2:10][OH:11])[CH:5]=[CH:6][CH:7]=1. The yield is 0.980.